From a dataset of Acute oral toxicity (LD50) regression data from Zhu et al.. Regression/Classification. Given a drug SMILES string, predict its toxicity properties. Task type varies by dataset: regression for continuous values (e.g., LD50, hERG inhibition percentage) or binary classification for toxic/non-toxic outcomes (e.g., AMES mutagenicity, cardiotoxicity, hepatotoxicity). Dataset: ld50_zhu. The drug is OCCOCCOCCOCCOCCOCCOCCOCCOCCO. The rat oral LD50 is 1.05, given as -log10 of the dose in mol/kg body weight (higher means more acutely toxic).